From a dataset of Forward reaction prediction with 1.9M reactions from USPTO patents (1976-2016). Predict the product of the given reaction. Given the reactants [CH3:1][CH2:2][O:3][C:4]([CH:6](P(OCC)(OCC)=O)[CH3:7])=[O:5].[H-].[Na+].[I:18][C:19]1[CH:26]=[CH:25][C:22]([CH:23]=O)=[CH:21][C:20]=1[O:27][CH2:28][CH2:29][CH3:30].[Cl-].[NH4+], predict the reaction product. The product is: [I:18][C:19]1[CH:26]=[CH:25][C:22](/[CH:23]=[C:6](\[CH3:7])/[C:4]([O:3][CH2:2][CH3:1])=[O:5])=[CH:21][C:20]=1[O:27][CH2:28][CH2:29][CH3:30].